Dataset: Forward reaction prediction with 1.9M reactions from USPTO patents (1976-2016). Task: Predict the product of the given reaction. (1) Given the reactants [F:1][CH:2]1[CH:11](OC)[NH:10][C:9](=O)[C:8]2[N:7]=[CH:6][C:5]([O:15][CH3:16])=[CH:4][C:3]1=2.P(Cl)(Cl)([Cl:19])=O, predict the reaction product. The product is: [Cl:19][C:9]1[N:10]=[CH:11][C:2]([F:1])=[C:3]2[C:8]=1[N:7]=[CH:6][C:5]([O:15][CH3:16])=[CH:4]2. (2) Given the reactants O1CCCCC1[O:7][CH2:8][CH2:9][O:10][C:11]1[CH:16]=[CH:15][C:14]([N:17]2[C:21]3[CH:22]=[CH:23][C:24]([C:26]4[CH:34]=[CH:33][C:29]([C:30]([NH2:32])=[O:31])=[CH:28][CH:27]=4)=[CH:25][C:20]=3[N:19]=[CH:18]2)=[CH:13][CH:12]=1.[ClH:35], predict the reaction product. The product is: [ClH:35].[ClH:35].[OH:7][CH2:8][CH2:9][O:10][C:11]1[CH:12]=[CH:13][C:14]([N:17]2[C:21]3[CH:22]=[CH:23][C:24]([C:26]4[CH:27]=[CH:28][C:29]([C:30]([NH2:32])=[O:31])=[CH:33][CH:34]=4)=[CH:25][C:20]=3[N:19]=[CH:18]2)=[CH:15][CH:16]=1. (3) Given the reactants [Br:1][C:2]1[CH:3]=[CH:4][C:5]([F:11])=[C:6]([CH:10]=1)[C:7]([OH:9])=O.[CH2:12]([O:14][C:15](=[O:33])[CH:16]=[CH:17][C:18]1[CH:23]=[CH:22][CH:21]=[C:20]([NH:24]C(C2OC(Br)=CC=2)=O)[CH:19]=1)[CH3:13], predict the reaction product. The product is: [CH2:12]([O:14][C:15](=[O:33])[CH:16]=[CH:17][C:18]1[CH:23]=[CH:22][CH:21]=[C:20]([NH:24][C:7](=[O:9])[C:6]2[CH:10]=[C:2]([Br:1])[CH:3]=[CH:4][C:5]=2[F:11])[CH:19]=1)[CH3:13]. (4) Given the reactants C[Mg]I.O1CCC[CH2:5]1.C(N(CC)CC)C.C(O[C:19]([C:21]1[CH:25]=[C:24]([C:26]2[CH:31]=[CH:30][CH:29]=[C:28]([Cl:32])[CH:27]=2)[O:23][N:22]=1)=[O:20])C.Cl, predict the reaction product. The product is: [Cl:32][C:28]1[CH:27]=[C:26]([C:24]2[O:23][N:22]=[C:21]([C:19](=[O:20])[CH3:5])[CH:25]=2)[CH:31]=[CH:30][CH:29]=1. (5) Given the reactants [CH:1]1([C:7]2[C:11]([CH2:12][CH2:13][CH2:14][OH:15])=[CH:10][N:9]([C:16]3[CH:21]=[CH:20][C:19]([C:22]([F:25])([F:24])[F:23])=[CH:18][N:17]=3)[N:8]=2)[CH2:6][CH2:5][CH2:4][CH2:3][CH2:2]1.O[C:27]1[CH:31]=[C:30]([CH2:32][CH2:33][C:34]([O:36]CC)=[O:35])[N:29]([C:39]2[CH:44]=[CH:43][CH:42]=[CH:41][CH:40]=2)[N:28]=1.C(P(CCCC)CCCC)CCC.N(C(N1CCCCC1)=O)=NC(N1CCCCC1)=O, predict the reaction product. The product is: [CH:1]1([C:7]2[C:11]([CH2:12][CH2:13][CH2:14][O:15][C:27]3[CH:31]=[C:30]([CH2:32][CH2:33][C:34]([OH:36])=[O:35])[N:29]([C:39]4[CH:44]=[CH:43][CH:42]=[CH:41][CH:40]=4)[N:28]=3)=[CH:10][N:9]([C:16]3[CH:21]=[CH:20][C:19]([C:22]([F:23])([F:24])[F:25])=[CH:18][N:17]=3)[N:8]=2)[CH2:6][CH2:5][CH2:4][CH2:3][CH2:2]1. (6) Given the reactants Cl.[O:2]=[C:3]1[NH:11][C:6]2=[N:7][CH:8]=[CH:9][CH:10]=[C:5]2[C:4]21[CH2:19][C:18]1[C:13](=[CH:14][CH:15]=[C:16]([NH:20][C:21]3[N:26]=[CH:25][N:24]=[C:23]([C:27](O)=[O:28])[CH:22]=3)[CH:17]=1)[CH2:12]2.[CH2:30]([NH:32][C:33]1[CH:38]=[CH:37][CH:36]=[CH:35][CH:34]=1)[CH3:31].CN(C(ON1N=NC2C=CC=CC1=2)=[N+](C)C)C.[B-](F)(F)(F)F, predict the reaction product. The product is: [CH2:30]([N:32]([C:33]1[CH:38]=[CH:37][CH:36]=[CH:35][CH:34]=1)[C:27]([C:23]1[CH:22]=[C:21]([NH:20][C:16]2[CH:17]=[C:18]3[C:13](=[CH:14][CH:15]=2)[CH2:12][C:4]2([C:5]4[C:6](=[N:7][CH:8]=[CH:9][CH:10]=4)[NH:11][C:3]2=[O:2])[CH2:19]3)[N:26]=[CH:25][N:24]=1)=[O:28])[CH3:31]. (7) Given the reactants [CH:1]1([CH:6]=[C:7]([C:18]2[NH:28][C:21]3=[N:22][CH:23]=[C:24]([O:26][CH3:27])[CH:25]=[C:20]3[CH:19]=2)[C:8]2[CH:13]=[CH:12][C:11]([C:14]([F:17])([F:16])[F:15])=[CH:10][CH:9]=2)[CH2:5][CH2:4][CH2:3][CH2:2]1, predict the reaction product. The product is: [CH:1]1([CH2:6][CH:7]([C:18]2[NH:28][C:21]3=[N:22][CH:23]=[C:24]([O:26][CH3:27])[CH:25]=[C:20]3[CH:19]=2)[C:8]2[CH:13]=[CH:12][C:11]([C:14]([F:17])([F:15])[F:16])=[CH:10][CH:9]=2)[CH2:5][CH2:4][CH2:3][CH2:2]1.